This data is from Full USPTO retrosynthesis dataset with 1.9M reactions from patents (1976-2016). The task is: Predict the reactants needed to synthesize the given product. (1) Given the product [CH2:16]([C:15]1[C:10]([NH:9][C@H:5]2[C@@H:4]([O:3][CH2:1][CH3:2])[CH2:8][N:7]([C:28]([O:30][CH3:31])=[O:29])[CH2:6]2)=[N:11][C:12]([CH2:18][CH3:19])=[CH:13][N:14]=1)[CH3:17], predict the reactants needed to synthesize it. The reactants are: [CH2:1]([O:3][C@H:4]1[CH2:8][NH:7][CH2:6][C@H:5]1[NH:9][C:10]1[C:15]([CH2:16][CH3:17])=[N:14][CH:13]=[C:12]([CH2:18][CH3:19])[N:11]=1)[CH3:2].C(N(CC)CC)C.Cl[C:28]([O:30][CH3:31])=[O:29].C([O-])(O)=O.[Na+]. (2) Given the product [Cl:1][C:2]1[CH:3]=[C:4]([S:31]([C:25]2[CH:30]=[CH:29][CH:28]=[CH:27][CH:26]=2)(=[O:33])=[O:32])[CH:5]=[C:6]2[C:10]=1[N:9]([CH:11]1[CH2:16][CH2:15][N:14]([C:17]([O:19][C:20]([CH3:23])([CH3:22])[CH3:21])=[O:18])[CH2:13][CH2:12]1)[CH2:8][CH2:7]2, predict the reactants needed to synthesize it. The reactants are: [Cl:1][C:2]1[CH:3]=[C:4](I)[CH:5]=[C:6]2[C:10]=1[N:9]([CH:11]1[CH2:16][CH2:15][N:14]([C:17]([O:19][C:20]([CH3:23])([CH3:22])[CH3:21])=[O:18])[CH2:13][CH2:12]1)[CH2:8][CH2:7]2.[C:25]1([S:31]([O-:33])=[O:32])[CH:30]=[CH:29][CH:28]=[CH:27][CH:26]=1.[Na+].